Dataset: Forward reaction prediction with 1.9M reactions from USPTO patents (1976-2016). Task: Predict the product of the given reaction. Given the reactants [NH2:1][C:2]1[C:11]2=[CH:12][N:13]([CH:15]3[O:23][CH:22]4[CH:17]([O:18][Si:19]([C:28]([CH3:31])([CH3:30])[CH3:29])([C:24]([CH3:27])([CH3:26])[CH3:25])[O:20][CH2:21]4)[C:16]3([OH:33])[CH3:32])[N:14]=[C:9]3[C:10]2=[C:4]([C:5](=[O:34])[NH:6][N:7]=[CH:8]3)[CH:3]=1.C[Si](Cl)(C)C.[C:40](Cl)(=O)[OH:41].[OH:44][CH2:45][C:46]1[O:47][C:48](=[O:52])[O:49][C:50]=1[CH3:51], predict the reaction product. The product is: [CH3:51][C:50]1[O:49][C:48](=[O:52])[O:47][C:46]=1[CH2:45][O:44][C:40](=[O:41])[NH:1][C:2]1[C:11]2=[CH:12][N:13]([CH:15]3[O:23][CH:22]4[CH:17]([O:18][Si:19]([C:28]([CH3:31])([CH3:30])[CH3:29])([C:24]([CH3:26])([CH3:25])[CH3:27])[O:20][CH2:21]4)[C:16]3([OH:33])[CH3:32])[N:14]=[C:9]3[C:10]2=[C:4]([C:5](=[O:34])[NH:6][N:7]=[CH:8]3)[CH:3]=1.